Dataset: Catalyst prediction with 721,799 reactions and 888 catalyst types from USPTO. Task: Predict which catalyst facilitates the given reaction. Reactant: [NH:1]1[C:9]2[C:4](=[CH:5][C:6]([C:10]([OH:12])=O)=[CH:7][CH:8]=2)[CH:3]=[CH:2]1.CCN(C(C)C)C(C)C.[C:22]([O:26][C:27]([N:29]1[CH2:34][CH2:33][NH:32][CH2:31][CH2:30]1)=[O:28])([CH3:25])([CH3:24])[CH3:23].CN(C(ON1N=NC2C=CC=CC1=2)=[N+](C)C)C.F[P-](F)(F)(F)(F)F. Product: [C:22]([O:26][C:27]([N:29]1[CH2:34][CH2:33][N:32]([C:10]([C:6]2[CH:5]=[C:4]3[C:9](=[CH:8][CH:7]=2)[NH:1][CH:2]=[CH:3]3)=[O:12])[CH2:31][CH2:30]1)=[O:28])([CH3:25])([CH3:23])[CH3:24]. The catalyst class is: 2.